Dataset: Full USPTO retrosynthesis dataset with 1.9M reactions from patents (1976-2016). Task: Predict the reactants needed to synthesize the given product. (1) Given the product [F:2][C:3]1[CH:4]=[CH:5][C:6]([CH:9]([OH:23])[CH:10]([NH:22][C:29](=[O:30])[C:28]2[CH:32]=[C:33]([C:35]([F:36])([F:37])[F:38])[CH:34]=[C:26]([C:25]([F:24])([F:39])[F:40])[CH:27]=2)[CH2:11][C:12]2[CH:17]=[CH:16][C:15]([C:18]([F:21])([F:20])[F:19])=[CH:14][CH:13]=2)=[CH:7][CH:8]=1, predict the reactants needed to synthesize it. The reactants are: Cl.[F:2][C:3]1[CH:8]=[CH:7][C:6]([CH:9]([OH:23])[CH:10]([NH2:22])[CH2:11][C:12]2[CH:17]=[CH:16][C:15]([C:18]([F:21])([F:20])[F:19])=[CH:14][CH:13]=2)=[CH:5][CH:4]=1.[F:24][C:25]([F:40])([F:39])[C:26]1[CH:27]=[C:28]([CH:32]=[C:33]([C:35]([F:38])([F:37])[F:36])[CH:34]=1)[C:29](Cl)=[O:30].C(=O)([O-])O.[Na+]. (2) Given the product [ClH:22].[N:1]([CH2:4][C@H:5]([C:6]1[CH:11]=[C:10]([F:12])[CH:9]=[C:8]([Br:13])[CH:7]=1)[NH2:14])=[N+:2]=[N-:3], predict the reactants needed to synthesize it. The reactants are: [N:1]([CH2:4][C@@H:5]([NH:14]C(=O)OC(C)(C)C)[C:6]1[CH:11]=[C:10]([F:12])[CH:9]=[C:8]([Br:13])[CH:7]=1)=[N+:2]=[N-:3].[ClH:22]. (3) The reactants are: CC1C=CC(P(C2C=CC3C(=CC=CC=3)C=2C2C3C(=CC=CC=3)C=CC=2P(C2C=CC(C)=CC=2)C2C=CC(C)=CC=2)C2C=CC(C)=CC=2)=CC=1.[CH2:51]([C:58]1[CH2:62][CH2:61][C:60](=[O:63])[CH:59]=1)[C:52]1[CH:57]=[CH:56][CH:55]=[CH:54][CH:53]=1.CCCCC. Given the product [CH2:51]([CH:58]1[CH2:62][CH2:61][C:60](=[O:63])[CH2:59]1)[C:52]1[CH:57]=[CH:56][CH:55]=[CH:54][CH:53]=1, predict the reactants needed to synthesize it. (4) Given the product [F:10][C:9]1[CH:8]=[CH:7][CH:6]=[C:3]2[C:2]=1[NH:13][N:12]=[C:4]2[NH2:5], predict the reactants needed to synthesize it. The reactants are: F[C:2]1[C:9]([F:10])=[CH:8][CH:7]=[CH:6][C:3]=1[C:4]#[N:5].O.[NH2:12][NH2:13].C(OC(C)C)(C)C. (5) Given the product [C:13]([C:15]([CH3:23])([CH3:24])[C:16]1[CH:21]=[C:12]([NH:8][C:1]([NH:3][C:7]2[CH:6]=[CH:42][C:29]([O:30][C:31]3[CH:36]=[CH:35][N:34]=[C:33]([NH:37][CH2:38][CH2:39][CH2:40][OH:41])[N:32]=3)=[CH:28][CH:27]=2)=[O:2])[CH:11]=[CH:18][CH:17]=1)#[N:14], predict the reactants needed to synthesize it. The reactants are: [C:1]([N:8]1[CH:12]=[CH:11]N=C1)([N:3]1[CH:7]=[CH:6]N=C1)=[O:2].[C:13]([C:15]([CH3:24])([CH3:23])[C:16]1[CH:17]=[C:18](N)C=C[CH:21]=1)#[N:14].NC1C=[CH:42][C:29]([O:30][C:31]2[CH:36]=[CH:35][N:34]=[C:33]([NH:37][CH2:38][CH2:39][CH2:40][OH:41])[N:32]=2)=[CH:28][CH:27]=1. (6) Given the product [Cl:1][C:2]1[CH:7]=[C:6]([C:8]#[C:9][CH3:10])[CH:5]=[C:4]([CH2:11][CH3:12])[C:3]=1[CH:13]1[C:14](=[O:23])[CH:15]2[CH2:22][CH:18]([CH2:17][CH2:16]2)[C:19]1=[O:20], predict the reactants needed to synthesize it. The reactants are: [Cl:1][C:2]1[CH:7]=[C:6]([C:8]#[C:9][CH3:10])[CH:5]=[C:4]([CH2:11][CH3:12])[C:3]=1[C:13]1[C:14](=[O:23])[CH:15]2[CH2:22][CH:18]([C:19]=1[O:20]C)[CH2:17][CH2:16]2.